This data is from Catalyst prediction with 721,799 reactions and 888 catalyst types from USPTO. The task is: Predict which catalyst facilitates the given reaction. (1) Reactant: C([O-])([O-])=O.[K+].[K+].[C:7]1([CH2:13][NH:14][C@@H:15]([C:18]([OH:20])=[O:19])[CH2:16][OH:17])[CH:12]=[CH:11][CH:10]=[CH:9][CH:8]=1.Cl[CH2:22][C:23](Cl)=[O:24].[OH-].[Na+]. Product: [O:24]=[C:23]1[N:14]([CH2:13][C:7]2[CH:8]=[CH:9][CH:10]=[CH:11][CH:12]=2)[C@@H:15]([C:18]([OH:20])=[O:19])[CH2:16][O:17][CH2:22]1. The catalyst class is: 90. (2) Reactant: Br[C:2]1[CH:7]=[CH:6][CH:5]=[C:4]([CH:8]2[CH2:10][CH2:9]2)[CH:3]=1.[Li]C(C)(C)C.[F:16][C:17]1[CH:18]=[C:19]([CH:22]=[CH:23][C:24]=1[C@@H:25]1[N:29]2[CH:30]=[N:31][CH:32]=[C:28]2[C:27](=[O:33])[CH2:26]1)[C:20]#[N:21]. Product: [CH:8]1([C:4]2[CH:3]=[C:2]([C@:27]3([OH:33])[C:28]4[N:29]([CH:30]=[N:31][CH:32]=4)[C@@H:25]([C:24]4[CH:23]=[CH:22][C:19]([C:20]#[N:21])=[CH:18][C:17]=4[F:16])[CH2:26]3)[CH:7]=[CH:6][CH:5]=2)[CH2:10][CH2:9]1. The catalyst class is: 1. (3) Reactant: [C:1]([CH:5]1[N:14]2[C:9](=[CH:10][C:11](=[O:20])[C:12]([C:15]([O:17]CC)=[O:16])=[CH:13]2)[C:8]2[CH:21]=[C:22]([Cl:31])[C:23]([O:25][CH2:26][CH2:27][CH2:28][O:29][CH3:30])=[CH:24][C:7]=2[CH2:6]1)([CH3:4])([CH3:3])[CH3:2].O[Li].O.Cl. Product: [C:1]([CH:5]1[N:14]2[C:9](=[CH:10][C:11](=[O:20])[C:12]([C:15]([OH:17])=[O:16])=[CH:13]2)[C:8]2[CH:21]=[C:22]([Cl:31])[C:23]([O:25][CH2:26][CH2:27][CH2:28][O:29][CH3:30])=[CH:24][C:7]=2[CH2:6]1)([CH3:4])([CH3:2])[CH3:3]. The catalyst class is: 24. (4) The catalyst class is: 44. Product: [NH:30]1[CH2:29][CH2:28][N:27]=[C:26]1[NH:1][CH2:2][CH2:3][CH2:4][O:5][C:6]1[CH:23]=[CH:22][C:9]2[CH2:10][CH:11]([CH2:17][C:18]([O:20][CH3:21])=[O:19])[C:12](=[O:16])[N:13]([CH3:15])[CH2:14][C:8]=2[CH:7]=1. Reactant: [NH2:1][CH2:2][CH2:3][CH2:4][O:5][C:6]1[CH:23]=[CH:22][C:9]2[CH2:10][CH:11]([CH2:17][C:18]([O:20][CH3:21])=[O:19])[C:12](=[O:16])[N:13]([CH3:15])[CH2:14][C:8]=2[CH:7]=1.CS[C:26]1[NH:27][CH2:28][CH2:29][N:30]=1.C(N(C(C)C)CC)(C)C. (5) Reactant: [CH:1]([C:3]1[S:7][C:6]([C:8]([OH:10])=[O:9])=[CH:5][CH:4]=1)=[O:2].[C:11](=O)([O-])[O-].[Na+].[Na+].IC. Product: [CH:1]([C:3]1[S:7][C:6]([C:8]([O:10][CH3:11])=[O:9])=[CH:5][CH:4]=1)=[O:2]. The catalyst class is: 9. (6) Product: [CH3:37][C:8]1[CH:9]=[C:10]([S:13]([N:16]2[CH2:25][C:24]([CH3:27])([CH3:26])[C:23]3[C:18](=[CH:19][C:20]([C:28]4[CH:29]=[CH:30][C:31]([O:34][CH3:35])=[CH:32][CH:33]=4)=[CH:21][CH:22]=3)[CH:17]2[CH3:36])(=[O:15])=[O:14])[CH:11]=[CH:12][C:7]=1[O:6][CH2:5][C:4]([OH:38])=[O:3]. The catalyst class is: 8. Reactant: C([O:3][C:4](=[O:38])[CH2:5][O:6][C:7]1[CH:12]=[CH:11][C:10]([S:13]([N:16]2[CH2:25][C:24]([CH3:27])([CH3:26])[C:23]3[C:18](=[CH:19][C:20]([C:28]4[CH:33]=[CH:32][C:31]([O:34][CH3:35])=[CH:30][CH:29]=4)=[CH:21][CH:22]=3)[CH:17]2[CH3:36])(=[O:15])=[O:14])=[CH:9][C:8]=1[CH3:37])C.[OH-].[Na+]. (7) Reactant: P(Cl)(Cl)(Cl)(Cl)Cl.[CH3:7][C:8]1[C:16]([N+:17]([O-:19])=[O:18])=[CH:15][C:11]([C:12]([NH2:14])=O)=[CH:10][C:9]=1[N+:20]([O-:22])=[O:21].O.[OH-].[NH4+]. Product: [CH3:7][C:8]1[C:16]([N+:17]([O-:19])=[O:18])=[CH:15][C:11]([C:12]#[N:14])=[CH:10][C:9]=1[N+:20]([O-:22])=[O:21]. The catalyst class is: 10.